Dataset: Full USPTO retrosynthesis dataset with 1.9M reactions from patents (1976-2016). Task: Predict the reactants needed to synthesize the given product. (1) The reactants are: C([O-])([O-])=O.[Na+].[Na+].Br[C:8]1[CH:9]=[N:10][N:11]([CH:13]([CH3:15])[CH3:14])[CH:12]=1.[OH:16][C:17]([CH3:50])([CH3:49])[CH2:18][C@@:19]1([C:43]2[CH:48]=[CH:47][CH:46]=[CH:45][CH:44]=2)[O:24][C:23](=[O:25])[N:22]([C@H:26]([C:28]2[CH:33]=[CH:32][C:31](B3OC(C)(C)C(C)(C)O3)=[CH:30][CH:29]=2)[CH3:27])[CH2:21][CH2:20]1. Given the product [CH:13]1([N:11]2[CH:12]=[C:8]([C:31]3[CH:30]=[CH:29][C:28]([C@@H:26]([N:22]4[CH2:21][CH2:20][C@:19]([CH2:18][C:17]([OH:16])([CH3:49])[CH3:50])([C:43]5[CH:48]=[CH:47][CH:46]=[CH:45][CH:44]=5)[O:24][C:23]4=[O:25])[CH3:27])=[CH:33][CH:32]=3)[CH:9]=[N:10]2)[CH2:15][CH2:14]1, predict the reactants needed to synthesize it. (2) Given the product [Cl:1][C:2]1[CH:7]=[CH:6][C:5]([O:8][C:9]([F:12])([F:11])[F:10])=[C:4]2[C:3]=1[NH:28][CH:18]=[CH:17]2, predict the reactants needed to synthesize it. The reactants are: [Cl:1][C:2]1[CH:7]=[CH:6][C:5]([O:8][C:9]([F:12])([F:11])[F:10])=[C:4]([N+]([O-])=O)[CH:3]=1.Cl[C:17]1C=CC(OC(F)(F)F)=C[C:18]=1[N+:28]([O-])=O.C([Mg]Br)=C.[NH4+].[Cl-]. (3) The reactants are: [OH-].[Na+].[CH3:3]N(N=O)C(N[N+]([O-])=O)=N.[Cl:13][C:14]1[CH:22]=[C:21]([CH2:23][C:24]([OH:26])=[O:25])[C:20]2[C:16](=[CH:17][N:18]([CH2:27][O:28][CH2:29][CH2:30][Si:31]([CH3:34])([CH3:33])[CH3:32])[N:19]=2)[CH:15]=1. Given the product [Cl:13][C:14]1[CH:22]=[C:21]([CH2:23][C:24]([O:26][CH3:3])=[O:25])[C:20]2[C:16](=[CH:17][N:18]([CH2:27][O:28][CH2:29][CH2:30][Si:31]([CH3:33])([CH3:32])[CH3:34])[N:19]=2)[CH:15]=1, predict the reactants needed to synthesize it. (4) Given the product [F:1][C:2]1[CH:14]=[C:13]([C:15]2[CH:16]=[N:17][N:18]([C:20]([CH3:26])([CH2:21][OH:22])[CH2:24][OH:25])[CH:19]=2)[C:12]2[C:11]3[C:6](=[CH:7][CH:8]=[CH:9][CH:10]=3)[C:5]([OH:31])([C:27]([F:30])([F:29])[F:28])[C:4]=2[CH:3]=1, predict the reactants needed to synthesize it. The reactants are: [F:1][C:2]1[CH:14]=[C:13]([C:15]2[CH:16]=[N:17][N:18]([C:20]([CH3:26])([CH2:24][OH:25])[C:21](O)=[O:22])[CH:19]=2)[C:12]2[C:11]3[C:6](=[CH:7][CH:8]=[CH:9][CH:10]=3)[C:5]([OH:31])([C:27]([F:30])([F:29])[F:28])[C:4]=2[CH:3]=1.C(O)C.O.C(=O)([O-])O.[Na+]. (5) Given the product [Cl:35][C:36]1[CH:42]=[C:41]([F:43])[CH:40]=[C:39]([F:44])[C:37]=1[NH:38][C:2]1[C:11]2[CH:12]=[CH:13][N:14]=[C:15]([O:16][CH2:17][CH3:18])[C:10]=2[C:9]2[C:4](=[CH:5][CH:6]=[N:7][CH:8]=2)[N:3]=1.[Cl:34][C:33]1[C:28]2[C:27]3[C:22](=[CH:23][CH:24]=[N:25][CH:26]=3)[N:21]=[C:20]([NH:38][C:37]3[C:39]([F:44])=[CH:40][C:41]([F:43])=[CH:42][C:36]=3[Cl:35])[C:29]=2[CH:30]=[CH:31][N:32]=1, predict the reactants needed to synthesize it. The reactants are: Cl[C:2]1[C:11]2[CH:12]=[CH:13][N:14]=[C:15]([O:16][CH2:17][CH3:18])[C:10]=2[C:9]2[C:4](=[CH:5][CH:6]=[N:7][CH:8]=2)[N:3]=1.Cl[C:20]1[C:29]2[CH:30]=[CH:31][N:32]=[C:33]([Cl:34])[C:28]=2[C:27]2[C:22](=[CH:23][CH:24]=[N:25][CH:26]=2)[N:21]=1.[Cl:35][C:36]1[CH:42]=[C:41]([F:43])[CH:40]=[C:39]([F:44])[C:37]=1[NH2:38].CC(C)([O-])C.[Na+]. (6) The reactants are: Br[C:2]1[N:3]([CH2:17][CH:18]2[CH2:23][CH2:22][O:21][CH2:20][CH2:19]2)[C:4]2[C:9]([N:10]=1)=[C:8]([NH2:11])[N:7]=[C:6]([O:12][CH2:13][CH:14]([CH3:16])[CH3:15])[N:5]=2.Cl.[OH-:25].[Na+]. Given the product [NH2:11][C:8]1[N:7]=[C:6]([O:12][CH2:13][CH:14]([CH3:16])[CH3:15])[N:5]=[C:4]2[C:9]=1[NH:10][C:2](=[O:25])[N:3]2[CH2:17][CH:18]1[CH2:23][CH2:22][O:21][CH2:20][CH2:19]1, predict the reactants needed to synthesize it. (7) Given the product [C:1]([N:5]1[C:9]([C:10]([F:13])([F:12])[F:11])=[C:8]([NH:14][C:15]([NH:17][C:18]2[CH:23]=[C:22]([C:24]3[C:35](=[O:36])[N:34]([CH3:37])[C:27]4[N:28]=[C:29]([NH:52][CH3:51])[N:30]=[CH:31][C:26]=4[CH:25]=3)[C:21]([Cl:38])=[CH:20][C:19]=2[F:39])=[O:16])[CH:7]=[N:6]1)([CH3:4])([CH3:3])[CH3:2], predict the reactants needed to synthesize it. The reactants are: [C:1]([N:5]1[C:9]([C:10]([F:13])([F:12])[F:11])=[C:8]([NH:14][C:15]([NH:17][C:18]2[CH:23]=[C:22]([C:24]3[C:35](=[O:36])[N:34]([CH3:37])[C:27]4[N:28]=[C:29](SC)[N:30]=[CH:31][C:26]=4[CH:25]=3)[C:21]([Cl:38])=[CH:20][C:19]=2[F:39])=[O:16])[CH:7]=[N:6]1)([CH3:4])([CH3:3])[CH3:2].C1C=C(Cl)C=C(C(OO)=O)C=1.[CH3:51][NH2:52].C1COCC1.